This data is from Retrosynthesis with 50K atom-mapped reactions and 10 reaction types from USPTO. The task is: Predict the reactants needed to synthesize the given product. (1) Given the product CC(C)(C)C(=O)Nc1ccc2c(ccn2-c2ccc(NC(=O)N(O)c3ccc(Cl)c(C(F)(F)F)c3)cc2)c1, predict the reactants needed to synthesize it. The reactants are: CC(C)(C)C(=O)OC(=O)C(C)(C)C.Nc1ccc2c(ccn2-c2ccc(NC(=O)N(O)c3ccc(Cl)c(C(F)(F)F)c3)cc2)c1. (2) Given the product CC(C)(C)OC(=O)N[C@@H](CSCCNC(=O)OCc1ccccc1)C(=O)O, predict the reactants needed to synthesize it. The reactants are: CC(C)(C)OC(=O)OC(=O)OC(C)(C)C.N[C@@H](CSCCNC(=O)OCc1ccccc1)C(=O)O. (3) Given the product CC1(C)CCCC(C)(C)N1CCOc1ccc(C#Cc2ccc(-c3ccc(Cl)cc3)cn2)cc1, predict the reactants needed to synthesize it. The reactants are: C#Cc1ccc(-c2ccc(Cl)cc2)cn1.CC1(C)CCCC(C)(C)N1CCOc1ccc(I)cc1. (4) The reactants are: CC(C)(C)OC(=O)N1CCC(=O)C1.C[Mg+]. Given the product CC1(O)CCN(C(=O)OC(C)(C)C)C1, predict the reactants needed to synthesize it. (5) Given the product COc1cc(OCCOCCOCCC(=O)OC(C)(C)C)cc([N+](=O)[O-])c1, predict the reactants needed to synthesize it. The reactants are: CC(C)(C)OC(=O)CCOCCOCCO.COc1cc(O)cc([N+](=O)[O-])c1. (6) Given the product COC(=O)CNC(=S)NN=C(C)c1csc(-c2ccc(Cl)c(Cl)c2)c1O, predict the reactants needed to synthesize it. The reactants are: CC(=NN)c1csc(-c2ccc(Cl)c(Cl)c2)c1O.COC(=O)CN=C=S. (7) Given the product CC(C)[C@H](NC(=O)OCc1ccccc1)C(=O)OCCO, predict the reactants needed to synthesize it. The reactants are: CC(C)[C@H](NC(=O)OCc1ccccc1)C(=O)O.OCCO.